From a dataset of Peptide-MHC class I binding affinity with 185,985 pairs from IEDB/IMGT. Regression. Given a peptide amino acid sequence and an MHC pseudo amino acid sequence, predict their binding affinity value. This is MHC class I binding data. (1) The peptide sequence is EIEIEKNKK. The MHC is HLA-B35:01 with pseudo-sequence HLA-B35:01. The binding affinity (normalized) is 0.0847. (2) The peptide sequence is QLKSRAAVL. The MHC is BoLA-HD6 with pseudo-sequence BoLA-HD6. The binding affinity (normalized) is 0.546. (3) The peptide sequence is VQKVNPAPK. The MHC is HLA-B15:17 with pseudo-sequence HLA-B15:17. The binding affinity (normalized) is 0.0847. (4) The peptide sequence is WGKEAVNHF. The MHC is HLA-B15:01 with pseudo-sequence HLA-B15:01. The binding affinity (normalized) is 0.312. (5) The peptide sequence is FPGTGSEFV. The MHC is HLA-B08:01 with pseudo-sequence HLA-B08:01. The binding affinity (normalized) is 0.0847. (6) The peptide sequence is EPELDVAVL. The MHC is HLA-B35:01 with pseudo-sequence HLA-B35:01. The binding affinity (normalized) is 0.140. (7) The peptide sequence is LPLPWTAGAD. The MHC is HLA-B51:01 with pseudo-sequence HLA-B51:01. The binding affinity (normalized) is 0. (8) The peptide sequence is PMAQVHQGLM. The MHC is Mamu-A11 with pseudo-sequence Mamu-A11. The binding affinity (normalized) is 0.